Task: Predict the product of the given reaction.. Dataset: Forward reaction prediction with 1.9M reactions from USPTO patents (1976-2016) (1) Given the reactants [CH2:1]([C:8]1[CH:13]=[CH:12][C:11]2[C:14]3([CH2:29][O:30][C:10]=2[CH:9]=1)[CH2:19][CH2:18][N:17]([CH2:20][CH2:21][C:22]([O:24]C(C)(C)C)=[O:23])[CH2:16][CH2:15]3)[C:2]1[CH:7]=[CH:6][CH:5]=[CH:4][CH:3]=1.O1CCOCC1.[ClH:37], predict the reaction product. The product is: [ClH:37].[CH2:1]([C:8]1[CH:13]=[CH:12][C:11]2[C:14]3([CH2:29][O:30][C:10]=2[CH:9]=1)[CH2:19][CH2:18][N:17]([CH2:20][CH2:21][C:22]([OH:24])=[O:23])[CH2:16][CH2:15]3)[C:2]1[CH:3]=[CH:4][CH:5]=[CH:6][CH:7]=1. (2) Given the reactants Br[C:2]1[CH:3]=[C:4]([C@:9]23[CH2:17][C@H:16]([OH:18])[CH2:15][C@H:14]2[CH2:13][S:12][C:11]([NH:19][C:20](=[O:27])[C:21]2[CH:26]=[CH:25][CH:24]=[CH:23][CH:22]=2)=[N:10]3)[CH:5]=[CH:6][C:7]=1[F:8].C(O)C.[N:31]1[CH:36]=[C:35](B(O)O)[CH:34]=[N:33][CH:32]=1.C(=O)([O-])[O-].[Cs+].[Cs+], predict the reaction product. The product is: [F:8][C:7]1[CH:6]=[CH:5][C:4]([C@:9]23[CH2:17][C@H:16]([OH:18])[CH2:15][C@H:14]2[CH2:13][S:12][C:11]([NH:19][C:20](=[O:27])[C:21]2[CH:26]=[CH:25][CH:24]=[CH:23][CH:22]=2)=[N:10]3)=[CH:3][C:2]=1[C:35]1[CH:36]=[N:31][CH:32]=[N:33][CH:34]=1. (3) The product is: [CH2:21]([C:23]1[CH:28]=[CH:27][C:26]([F:29])=[CH:25][C:24]=1[C:30]([CH:32]1[CH2:33][CH2:34][N:35]([C:2]2[CH2:6][CH:5]([C:7]3[N:8]=[N:9][N:10]([CH2:12][C:13]([O:15][C:16]([CH3:19])([CH3:18])[CH3:17])=[O:14])[N:11]=3)[O:4][N:3]=2)[CH2:36][CH2:37]1)=[O:31])[CH3:22]. Given the reactants Br[C:2]1[CH2:6][CH:5]([C:7]2[N:8]=[N:9][N:10]([CH2:12][C:13]([O:15][C:16]([CH3:19])([CH3:18])[CH3:17])=[O:14])[N:11]=2)[O:4][N:3]=1.Cl.[CH2:21]([C:23]1[CH:28]=[CH:27][C:26]([F:29])=[CH:25][C:24]=1[C:30]([CH:32]1[CH2:37][CH2:36][NH:35][CH2:34][CH2:33]1)=[O:31])[CH3:22].C(=O)(O)[O-].[Na+].O, predict the reaction product. (4) Given the reactants [Cl:1][C:2]1[C:11]2[NH:10][C:9](=[O:12])[C:8]3[S:13][CH:14]=[CH:15][C:7]=3[C:6]=2[C:5]([C:16]2[CH:32]=[CH:31][C:19]([CH2:20][CH2:21][N:22](C)[C:23](=O)OC(C)(C)C)=[CH:18][CH:17]=2)=[C:4]([O:33]C)[CH:3]=1.BrB(Br)Br, predict the reaction product. The product is: [ClH:1].[Cl:1][C:2]1[C:11]2[NH:10][C:9](=[O:12])[C:8]3[S:13][CH:14]=[CH:15][C:7]=3[C:6]=2[C:5]([C:16]2[CH:32]=[CH:31][C:19]([CH2:20][CH2:21][NH:22][CH3:23])=[CH:18][CH:17]=2)=[C:4]([OH:33])[CH:3]=1.